From a dataset of Reaction yield outcomes from USPTO patents with 853,638 reactions. Predict the reaction yield, written as a fraction of the theoretical maximum amount of product (1.0 means a 100% yield; for example, 0.34 means a 34% yield). (1) The reactants are [CH2:1]([O:3][C:4](=[O:27])[C@@H:5]([CH2:12][C:13]1[CH:18]=[C:17]([Br:19])[C:16]([NH2:20])=[C:15]([CH3:21])[C:14]=1[CH2:22][O:23]C(=O)C)[CH2:6][C:7]([O:9][CH2:10]C)=[O:8])C.COC(=O)[C@@H](CC1C(CO)=C2C(=CC=1)N[N:42]=C2)CC(OC)=O. No catalyst specified. The product is [Br:19][C:17]1[CH:18]=[C:13]([CH2:12][C@@H:5]([CH2:6][C:7]([O:9][CH3:10])=[O:8])[C:4]([O:3][CH3:1])=[O:27])[C:14]([CH2:22][OH:23])=[C:15]2[C:16]=1[NH:20][N:42]=[CH:21]2. The yield is 0.960. (2) The reactants are [Br:1][C:2]1[CH:7]=[CH:6][CH:5]=[C:4]([F:8])[C:3]=1[CH2:9][C:10]#N.S(=O)(=O)(O)[OH:13].[CH2:17]([OH:19])[CH3:18]. No catalyst specified. The product is [Br:1][C:2]1[CH:7]=[CH:6][CH:5]=[C:4]([F:8])[C:3]=1[CH2:9][C:10]([O:19][CH2:17][CH3:18])=[O:13]. The yield is 1.00. (3) The reactants are [C:1]([O:5][C:6](=[O:15])[C:7]1[CH:12]=[CH:11][C:10]([F:13])=[CH:9][C:8]=1F)([CH3:4])([CH3:3])[CH3:2].C([O-])(O)=O.[Na+].[CH3:21][O:22][CH2:23][C@@H:24]([NH2:26])[CH3:25]. No catalyst specified. The product is [C:1]([O:5][C:6](=[O:15])[C:7]1[CH:12]=[CH:11][C:10]([F:13])=[CH:9][C:8]=1[NH:26][C@@H:24]([CH3:25])[CH2:23][O:22][CH3:21])([CH3:4])([CH3:3])[CH3:2]. The yield is 0.840. (4) The reactants are Cl.[Cl:2][C:3]1[CH:4]=[C:5]2[C:9](=[CH:10][CH:11]=1)[NH:8][CH:7]=[C:6]2[CH2:12][CH2:13][NH2:14].[CH:15]1([N:18]2[CH2:22][CH2:21][CH:20]([C:23](O)=[O:24])[C:19]2=[O:26])[CH2:17][CH2:16]1.CN(C(ON1N=NC2C=CC=NC1=2)=[N+](C)C)C.F[P-](F)(F)(F)(F)F.C(N(CC)C(C)C)(C)C. The catalyst is CN(C=O)C. The product is [Cl:2][C:3]1[CH:4]=[C:5]2[C:9](=[CH:10][CH:11]=1)[NH:8][CH:7]=[C:6]2[CH2:12][CH2:13][NH:14][C:23]([CH:20]1[CH2:21][CH2:22][N:18]([CH:15]2[CH2:17][CH2:16]2)[C:19]1=[O:26])=[O:24]. The yield is 0.680. (5) The reactants are [C:1]([O:4][CH2:5][CH2:6][CH:7]([OH:20])[CH2:8][N:9]1[C:13](=[O:14])[C:12]2=[CH:15][CH:16]=[CH:17][CH:18]=[C:11]2[C:10]1=[O:19])(=[O:3])[CH3:2].C[N+]1([O-])CCOCC1. The catalyst is C(Cl)Cl.[Ru]([O-])(=O)(=O)=O.C([N+](CCC)(CCC)CCC)CC. The product is [C:1]([O:4][CH2:5][CH2:6][C:7](=[O:20])[CH2:8][N:9]1[C:10](=[O:19])[C:11]2=[CH:18][CH:17]=[CH:16][CH:15]=[C:12]2[C:13]1=[O:14])(=[O:3])[CH3:2]. The yield is 0.920.